Dataset: Reaction yield outcomes from USPTO patents with 853,638 reactions. Task: Predict the reaction yield, written as a fraction of the theoretical maximum amount of product (1.0 means a 100% yield; for example, 0.34 means a 34% yield). (1) The reactants are [N+:1]([C:4]1[CH:12]=[C:11]2[C:7]([CH:8]=[N:9][N:10]2[CH:13]2[CH2:18][CH2:17][N:16]([C:19]([O:21][C:22]([CH3:25])([CH3:24])[CH3:23])=[O:20])[CH2:15][CH2:14]2)=[CH:6][CH:5]=1)([O-])=O. The catalyst is O1CCCC1.[Pd]. The product is [NH2:1][C:4]1[CH:12]=[C:11]2[C:7]([CH:8]=[N:9][N:10]2[CH:13]2[CH2:14][CH2:15][N:16]([C:19]([O:21][C:22]([CH3:25])([CH3:24])[CH3:23])=[O:20])[CH2:17][CH2:18]2)=[CH:6][CH:5]=1. The yield is 0.830. (2) The yield is 0.749. The product is [CH2:55]1[C:56]2[C:61](=[CH:60][CH:59]=[CH:58][CH:57]=2)[CH2:62][CH2:63][N:54]1[CH2:53][CH:52]([OH:64])[CH2:51][NH:50][C:12](=[O:14])[C:11]1[CH:10]=[CH:9][C:8]([O:7][CH:4]2[CH2:3][CH2:2][O:1][CH2:6][CH2:5]2)=[CH:16][CH:15]=1. The reactants are [O:1]1[CH2:6][CH2:5][CH:4]([O:7][C:8]2[CH:16]=[CH:15][C:11]([C:12]([OH:14])=O)=[CH:10][CH:9]=2)[CH2:3][CH2:2]1.CCN(C(C)C)C(C)C.CN(C(ON1N=NC2C=CC=NC1=2)=[N+](C)C)C.F[P-](F)(F)(F)(F)F.[NH2:50][CH2:51][CH:52]([OH:64])[CH2:53][N:54]1[CH2:63][CH2:62][C:61]2[C:56](=[CH:57][CH:58]=[CH:59][CH:60]=2)[CH2:55]1. The catalyst is CN(C=O)C.O. (3) The reactants are Br[CH:2]=[C:3]1[C:9]2[CH:10]=[CH:11][CH:12]=[CH:13][C:8]=2[CH2:7][O:6][C:5]2[C:14]([O:18][CH3:19])=[CH:15][CH:16]=[CH:17][C:4]1=2.[N+:20]([C:23]1[CH:24]=[C:25](B(O)O)[CH:26]=[CH:27][CH:28]=1)([O-:22])=[O:21]. The catalyst is C(OCC)C. The product is [CH3:19][O:18][C:14]1[C:5]2[O:6][CH2:7][C:8]3[CH:13]=[CH:12][CH:11]=[CH:10][C:9]=3/[C:3](=[CH:2]\[C:27]3[CH:26]=[CH:25][CH:24]=[C:23]([N+:20]([O-:22])=[O:21])[CH:28]=3)/[C:4]=2[CH:17]=[CH:16][CH:15]=1. The yield is 0.330. (4) The reactants are C([O:5][C:6](=[O:37])[C:7]1[CH:12]=[CH:11][C:10]([CH2:13][N:14]2[C:19](=[O:20])[C:18]3[CH:21]=[C:22]([C:25]#[C:26][CH2:27][C:28]4[CH:33]=[CH:32][CH:31]=[CH:30][CH:29]=4)[CH:23]=[CH:24][C:17]=3[N:16]([CH3:34])[S:15]2(=[O:36])=[O:35])=[CH:9][CH:8]=1)(C)(C)C.FC(F)(F)C(O)=O. No catalyst specified. The product is [CH3:34][N:16]1[S:15](=[O:36])(=[O:35])[N:14]([CH2:13][C:10]2[CH:9]=[CH:8][C:7]([C:6]([OH:37])=[O:5])=[CH:12][CH:11]=2)[C:19](=[O:20])[C:18]2[CH:21]=[C:22]([C:25]#[C:26][CH2:27][C:28]3[CH:33]=[CH:32][CH:31]=[CH:30][CH:29]=3)[CH:23]=[CH:24][C:17]1=2. The yield is 0.232. (5) The reactants are [C:1]([O:5][C:6]([N:8]1[CH2:12][CH2:11][C@H:10]([O:13][C:14]2[C:15]3[CH2:23][NH:22][CH2:21][CH2:20][C:16]=3[N:17]=[CH:18][N:19]=2)[CH2:9]1)=[O:7])([CH3:4])([CH3:3])[CH3:2].Br[C:25]1[CH:26]=[N:27][C:28]([O:33][CH3:34])=[C:29]([CH:32]=1)[C:30]#[N:31].C(=O)([O-])[O-].[Cs+].[Cs+].CC(C1C=C(C(C)C)C(C2C=CC=CC=2P(C2CCCCC2)C2CCCCC2)=C(C(C)C)C=1)C. The catalyst is C1C=CC(/C=C/C(/C=C/C2C=CC=CC=2)=O)=CC=1.C1C=CC(/C=C/C(/C=C/C2C=CC=CC=2)=O)=CC=1.C1C=CC(/C=C/C(/C=C/C2C=CC=CC=2)=O)=CC=1.[Pd].[Pd].O1CCOCC1. The product is [C:1]([O:5][C:6]([N:8]1[CH2:12][CH2:11][C@H:10]([O:13][C:14]2[C:15]3[CH2:23][N:22]([C:25]4[CH:26]=[N:27][C:28]([O:33][CH3:34])=[C:29]([C:30]#[N:31])[CH:32]=4)[CH2:21][CH2:20][C:16]=3[N:17]=[CH:18][N:19]=2)[CH2:9]1)=[O:7])([CH3:4])([CH3:2])[CH3:3]. The yield is 0.390.